From a dataset of Reaction yield outcomes from USPTO patents with 853,638 reactions. Predict the reaction yield, written as a fraction of the theoretical maximum amount of product (1.0 means a 100% yield; for example, 0.34 means a 34% yield). (1) The reactants are [Cl:1][C:2]1[CH:7]=[CH:6][C:5]([C:8]2[CH:13]=[C:12](O)[N:11]3[N:15]=[CH:16][CH:17]=[C:10]3[N:9]=2)=[CH:4][CH:3]=1.P(Cl)(Cl)([Cl:20])=O.CN(C)C1C=CC=CC=1. No catalyst specified. The product is [Cl:20][C:12]1[N:11]2[N:15]=[CH:16][CH:17]=[C:10]2[N:9]=[C:8]([C:5]2[CH:6]=[CH:7][C:2]([Cl:1])=[CH:3][CH:4]=2)[CH:13]=1. The yield is 0.660. (2) The reactants are [CH2:1]([O:8][C:9]1[C:17]2[N:16]=[C:15]([C:18]([F:21])([F:20])[F:19])[NH:14][C:13]=2[CH:12]=[C:11]([Br:22])[CH:10]=1)[C:2]1[CH:7]=[CH:6][CH:5]=[CH:4][CH:3]=1.[C:23](=O)([O-])[O-].[K+].[K+].CI. The catalyst is CC(C)=O. The product is [CH2:1]([O:8][C:9]1[C:17]2[N:16]=[C:15]([C:18]([F:21])([F:19])[F:20])[N:14]([CH3:23])[C:13]=2[CH:12]=[C:11]([Br:22])[CH:10]=1)[C:2]1[CH:3]=[CH:4][CH:5]=[CH:6][CH:7]=1. The yield is 0.320. (3) The reactants are C[O:2][C:3]1[CH:8]=[CH:7][C:6]([C:9](=[O:15])[CH2:10][CH2:11][C:12]([OH:14])=[O:13])=[C:5]([CH3:16])[CH:4]=1.[C:17](O)(=O)[CH3:18].Br. The catalyst is C(O)C. The product is [CH2:17]([O:14][C:12](=[O:13])[CH2:11][CH2:10][C:9]([C:6]1[CH:7]=[CH:8][C:3]([OH:2])=[CH:4][C:5]=1[CH3:16])=[O:15])[CH3:18]. The yield is 0.750.